This data is from Catalyst prediction with 721,799 reactions and 888 catalyst types from USPTO. The task is: Predict which catalyst facilitates the given reaction. (1) Reactant: [OH-].[Li+].[C:3]([NH:6][C:7]1[CH:8]=[C:9]2[C:13](=[CH:14][CH:15]=1)[N:12](C(OC(C)(C)C)=O)[C:11]([C:23]([O:25]CC)=[O:24])=[CH:10]2)(=[O:5])[CH3:4].CO.O. Product: [C:3]([NH:6][C:7]1[CH:8]=[C:9]2[C:13](=[CH:14][CH:15]=1)[NH:12][C:11]([C:23]([OH:25])=[O:24])=[CH:10]2)(=[O:5])[CH3:4]. The catalyst class is: 1. (2) Reactant: [Cl:1][C:2]1[N:7]=[C:6]([NH:8][C:9]2[CH:13]=[CH:12][S:11][C:10]=2[C:14]([O:16][CH3:17])=[O:15])[C:5]([N+:18]([O-])=O)=[CH:4][N:3]=1. Product: [NH2:18][C:5]1[C:6]([NH:8][C:9]2[CH:13]=[CH:12][S:11][C:10]=2[C:14]([O:16][CH3:17])=[O:15])=[N:7][C:2]([Cl:1])=[N:3][CH:4]=1. The catalyst class is: 180.